From a dataset of Catalyst prediction with 721,799 reactions and 888 catalyst types from USPTO. Predict which catalyst facilitates the given reaction. (1) Reactant: [C:1]([N:9]1[C:13]2([CH2:17][CH2:16][NH:15][C:14]2=O)[CH2:12][CH2:11][CH2:10]1)(=O)[C:2]1[CH:7]=[CH:6][CH:5]=[CH:4][CH:3]=1.[H-].[Al+3].[Li+].[H-].[H-].[H-]. Product: [CH2:1]([N:9]1[C:13]2([CH2:17][CH2:16][NH:15][CH2:14]2)[CH2:12][CH2:11][CH2:10]1)[C:2]1[CH:3]=[CH:4][CH:5]=[CH:6][CH:7]=1. The catalyst class is: 7. (2) Reactant: [CH2:1]([O:3][C:4]1[C:9]([C:10]#[N:11])=[C:8]([C:12]2[CH:17]=[CH:16][C:15]([O:18][CH2:19][CH2:20][OH:21])=[CH:14][CH:13]=2)[C:7]([C:22]#[N:23])=[C:6]([SH:24])[N:5]=1)[CH3:2].Cl[CH2:26][C:27]1[N:28]=[C:29]([C:32]2[CH:37]=[CH:36][C:35]([Cl:38])=[CH:34][CH:33]=2)[O:30][CH:31]=1.C(=O)(O)[O-].[Na+]. Product: [Cl:38][C:35]1[CH:34]=[CH:33][C:32]([C:29]2[O:30][CH:31]=[C:27]([CH2:26][S:24][C:6]3[C:7]([C:22]#[N:23])=[C:8]([C:12]4[CH:17]=[CH:16][C:15]([O:18][CH2:19][CH2:20][OH:21])=[CH:14][CH:13]=4)[C:9]([C:10]#[N:11])=[C:4]([O:3][CH2:1][CH3:2])[N:5]=3)[N:28]=2)=[CH:37][CH:36]=1. The catalyst class is: 3. (3) Reactant: [CH3:1][C:2]1[C:3]([N:24]([S:30](=[O:33])(=[O:32])[NH2:31])[CH2:25][C:26]([O:28]C)=O)=[CH:4][S:5][C:6]=1[C:7]1[CH:12]=[CH:11][CH:10]=[C:9]([NH:13][CH:14]2[CH2:19][C:18](C)([CH3:20])[CH2:17][C:16]([CH3:23])([CH3:22])[CH2:15]2)[CH:8]=1.[H-].[Na+].Cl.[CH2:37]1COCC1. Product: [CH3:1][C:2]1[C:3]([N:24]2[S:30](=[O:32])(=[O:33])[NH:31][C:26](=[O:28])[CH2:25]2)=[CH:4][S:5][C:6]=1[C:7]1[CH:12]=[CH:11][CH:10]=[C:9]([NH:13][CH:14]2[CH:19]([CH3:37])[CH:18]([CH3:20])[CH2:17][C:16]([CH3:22])([CH3:23])[CH2:15]2)[CH:8]=1. The catalyst class is: 6. (4) Reactant: [N:1]([C:4]1[CH:9]=[CH:8][N:7]=[C:6]2[NH:10][CH:11]=[CH:12][C:5]=12)=[N+:2]=[N-:3].[H-].[Na+].Cl[CH2:16][O:17][CH2:18][CH2:19][Si:20]([CH3:23])([CH3:22])[CH3:21].O. Product: [N:1]([C:4]1[CH:9]=[CH:8][N:7]=[C:6]2[N:10]([CH2:16][O:17][CH2:18][CH2:19][Si:20]([CH3:23])([CH3:22])[CH3:21])[CH:11]=[CH:12][C:5]=12)=[N+:2]=[N-:3]. The catalyst class is: 3. (5) Product: [C:1]([O:5][C:6](=[O:20])[NH:7][CH2:8][CH2:9][N:10]1[C:18]2[C:17]([NH:21][C:22]3[CH:37]=[CH:36][C:25]([O:26][C:27]4[CH:32]=[CH:31][CH:30]=[C:29]([C:33](=[O:35])[CH3:34])[CH:28]=4)=[C:24]([Cl:38])[CH:23]=3)=[N:16][CH:15]=[N:14][C:13]=2[CH:12]=[CH:11]1)([CH3:4])([CH3:3])[CH3:2]. The catalyst class is: 32. Reactant: [C:1]([O:5][C:6](=[O:20])[NH:7][CH2:8][CH2:9][N:10]1[C:18]2[C:17](Cl)=[N:16][CH:15]=[N:14][C:13]=2[CH:12]=[CH:11]1)([CH3:4])([CH3:3])[CH3:2].[NH2:21][C:22]1[CH:37]=[CH:36][C:25]([O:26][C:27]2[CH:28]=[C:29]([C:33](=[O:35])[CH3:34])[CH:30]=[CH:31][CH:32]=2)=[C:24]([Cl:38])[CH:23]=1.C(=O)([O-])O.[Na+]. (6) Reactant: C1C[O:4][CH2:3]C1.C(N1C=CN=C1)(N1C=CN=C1)=O.[Cl:18][C:19]1[CH:24]=[CH:23][C:22]([C:25]2[C:30]([C:31]3[CH:36]=[CH:35][C:34]([Cl:37])=[CH:33][CH:32]=3)=[CH:29][N:28]=[N:27][C:26]=2[NH:38][NH2:39])=[CH:21][CH:20]=1. Product: [Cl:37][C:34]1[CH:35]=[CH:36][C:31]([C:30]2[CH:29]=[N:28][N:27]3[C:3](=[O:4])[NH:39][N:38]=[C:26]3[C:25]=2[C:22]2[CH:21]=[CH:20][C:19]([Cl:18])=[CH:24][CH:23]=2)=[CH:32][CH:33]=1. The catalyst class is: 6. (7) Reactant: [C:1](Cl)(=[O:3])[CH3:2].[OH:5][CH2:6][CH2:7][O:8][C:9]1[CH:14]=[C:13]([CH3:15])[C:12]([C:16]2[CH:21]=[CH:20][C:19]([C:22](=[O:24])[CH3:23])=[CH:18][CH:17]=2)=[C:11]([CH3:25])[CH:10]=1.C(N(CC)CC)C.O. Product: [C:1]([O:5][CH2:6][CH2:7][O:8][C:9]1[CH:10]=[C:11]([CH3:25])[C:12]([C:16]2[CH:17]=[CH:18][C:19]([C:22](=[O:24])[CH3:23])=[CH:20][CH:21]=2)=[C:13]([CH3:15])[CH:14]=1)(=[O:3])[CH3:2]. The catalyst class is: 124. (8) Reactant: [C:1]([C:5]1[CH:10]=[CH:9][C:8]([C:11]([C:36]2[CH:41]=[CH:40][C:39]([C:42]3[NH:46][C:45]([C@@H:47]4[CH2:51][CH2:50][CH2:49][N:48]4C(OC(C)(C)C)=O)=[N:44][CH:43]=3)=[CH:38][CH:37]=2)=[CH:12][C:13]2[CH:18]=[CH:17][C:16]([C:19]3[NH:23][C:22]([C@@H:24]4[CH2:28][CH2:27][CH2:26][N:25]4C(OC(C)(C)C)=O)=[N:21][CH:20]=3)=[CH:15][CH:14]=2)=[CH:7][CH:6]=1)([CH3:4])([CH3:3])[CH3:2].FC(F)(F)C(O)=O. Product: [C:1]([C:5]1[CH:6]=[CH:7][C:8]([C:11]([C:36]2[CH:41]=[CH:40][C:39]([C:42]3[NH:46][C:45]([C@@H:47]4[CH2:51][CH2:50][CH2:49][NH:48]4)=[N:44][CH:43]=3)=[CH:38][CH:37]=2)=[CH:12][C:13]2[CH:14]=[CH:15][C:16]([C:19]3[NH:23][C:22]([C@@H:24]4[CH2:28][CH2:27][CH2:26][NH:25]4)=[N:21][CH:20]=3)=[CH:17][CH:18]=2)=[CH:9][CH:10]=1)([CH3:4])([CH3:2])[CH3:3]. The catalyst class is: 4.